From a dataset of Reaction yield outcomes from USPTO patents with 853,638 reactions. Predict the reaction yield, written as a fraction of the theoretical maximum amount of product (1.0 means a 100% yield; for example, 0.34 means a 34% yield). The reactants are [CH2:1]([NH2:8])[C:2]1[CH:7]=[CH:6][CH:5]=[CH:4][CH:3]=1.[C:9]1(=O)[CH2:13]C[CH2:11][CH2:10]1.[CH2:15]=O.[C:17]([OH:20])(=O)[CH3:18]. The catalyst is CO. The product is [CH2:1]([N:8]1[CH2:11][CH:10]2[C:17](=[O:20])[CH:18]([CH2:13][CH2:9]2)[CH2:15]1)[C:2]1[CH:7]=[CH:6][CH:5]=[CH:4][CH:3]=1. The yield is 0.190.